From a dataset of Retrosynthesis with 50K atom-mapped reactions and 10 reaction types from USPTO. Predict the reactants needed to synthesize the given product. (1) Given the product CCOC(=O)c1c(-c2ccc(OCC3CC3)cc2)c2cc(OCC)ccc2n1Cc1cccc(OC)c1, predict the reactants needed to synthesize it. The reactants are: CCI.CCOC(=O)c1c(-c2ccc(OCC3CC3)cc2)c2cc(O)ccc2n1Cc1cccc(OC)c1. (2) Given the product CCCNC(=O)c1nnc2c(-c3cc(Cl)ccc3OC)cccc2c1N, predict the reactants needed to synthesize it. The reactants are: CCCNC(=O)c1nnc2c(Br)cccc2c1N.COc1ccc(Cl)cc1B(O)O. (3) Given the product O=C1OC[C@H](Cc2ccccc2)N1C(=O)[C@H]1CN(Cc2ccccc2)C[C@@H]1c1ccc(Cl)c(Cl)c1, predict the reactants needed to synthesize it. The reactants are: O=C(O)C1CN(Cc2ccccc2)CC1c1ccc(Cl)c(Cl)c1.O=C1N[C@@H](Cc2ccccc2)CO1. (4) Given the product CNS(=O)(=O)c1cc(F)c(F)c(C(=O)N2CCN(c3ccc(C(F)(F)F)cc3)CC2)c1, predict the reactants needed to synthesize it. The reactants are: CNS(=O)(=O)c1cc(F)c(F)c(C(=O)O)c1.FC(F)(F)c1ccc(N2CCNCC2)cc1. (5) Given the product CC(=O)N1CC[C@@H](N)C1, predict the reactants needed to synthesize it. The reactants are: CC(=O)N1CC[C@@H](NC(=O)OC(C)(C)C)C1. (6) The reactants are: CCCCc1ccc(N)cc1.O=c1[nH]c(Br)nc2nc[nH]c12. Given the product CCCCc1ccc(Nc2nc3nc[nH]c3c(=O)[nH]2)cc1, predict the reactants needed to synthesize it.